The task is: Predict the reactants needed to synthesize the given product.. This data is from Full USPTO retrosynthesis dataset with 1.9M reactions from patents (1976-2016). (1) Given the product [CH2:45]([N:52]1[C:53]2=[N:54][C:55]([N:60]3[CH2:61][CH2:62][N:63]([CH3:66])[CH2:64][CH2:65]3)=[CH:56][CH:57]=[C:58]2[N:59]=[C:18]1[C:13]1[CH:14]=[CH:15][C:16](=[O:17])[N:11]([CH3:10])[CH:12]=1)[C:46]1[CH:51]=[CH:50][CH:49]=[CH:48][CH:47]=1, predict the reactants needed to synthesize it. The reactants are: CCN(C(C)C)C(C)C.[CH3:10][N:11]1[C:16](=[O:17])[CH:15]=[CH:14][C:13]([C:18](O)=O)=[CH:12]1.CN(C(ON1N=NC2C=CC=NC1=2)=[N+](C)C)C.F[P-](F)(F)(F)(F)F.[CH2:45]([NH:52][C:53]1[C:58]([NH2:59])=[CH:57][CH:56]=[C:55]([N:60]2[CH2:65][CH2:64][N:63]([CH3:66])[CH2:62][CH2:61]2)[N:54]=1)[C:46]1[CH:51]=[CH:50][CH:49]=[CH:48][CH:47]=1. (2) Given the product [F:1][C:2]1[CH:3]=[C:4]2[C:8](=[CH:9][CH:10]=1)[N:7]([NH:11][C:20]([C:19]1[C:14]([CH3:13])=[N:15][C:16]([C:23]3[CH:28]=[CH:27][CH:26]=[CH:25][N:24]=3)=[N:17][CH:18]=1)=[O:21])[CH:6]=[C:5]2[CH3:12], predict the reactants needed to synthesize it. The reactants are: [F:1][C:2]1[CH:3]=[C:4]2[C:8](=[CH:9][CH:10]=1)[N:7]([NH2:11])[CH:6]=[C:5]2[CH3:12].[CH3:13][C:14]1[C:19]([C:20](O)=[O:21])=[CH:18][N:17]=[C:16]([C:23]2[CH:28]=[CH:27][CH:26]=[CH:25][N:24]=2)[N:15]=1.